This data is from Forward reaction prediction with 1.9M reactions from USPTO patents (1976-2016). The task is: Predict the product of the given reaction. (1) Given the reactants [CH:1]1([CH:6]=O)[CH2:5][CH2:4][CH2:3][CH2:2]1.Cl.[CH3:9][O:10][C:11](=[O:14])[CH2:12][NH2:13].CCN(CC)CC.[BH4-].[Na+], predict the reaction product. The product is: [CH3:9][O:10][C:11](=[O:14])[CH2:12][NH:13][CH2:6][CH:1]1[CH2:2][CH2:3][CH2:4][CH2:5]1. (2) Given the reactants [CH2:1]([N:8]1[C:12]2=[N:13][CH:14]=[C:15]([NH:17][C:18]3[CH:27]=[CH:26][C:25]([CH:28]4[CH2:30][CH2:29]4)=[CH:24][C:19]=3[C:20]([O:22]C)=[O:21])[CH:16]=[C:11]2[CH:10]=[CH:9]1)[C:2]1[CH:7]=[CH:6][CH:5]=[CH:4][CH:3]=1.[OH-].[Na+].O.Cl, predict the reaction product. The product is: [CH2:1]([N:8]1[C:12]2=[N:13][CH:14]=[C:15]([NH:17][C:18]3[CH:27]=[CH:26][C:25]([CH:28]4[CH2:30][CH2:29]4)=[CH:24][C:19]=3[C:20]([OH:22])=[O:21])[CH:16]=[C:11]2[CH:10]=[CH:9]1)[C:2]1[CH:3]=[CH:4][CH:5]=[CH:6][CH:7]=1. (3) The product is: [Br:1][C:2]1[CH:7]=[CH:6][C:5]([C@@H:8]([N:10]=[C:13]=[O:15])[CH3:9])=[CH:4][C:3]=1[CH3:11]. Given the reactants [Br:1][C:2]1[CH:7]=[CH:6][C:5]([C@@H:8]([NH2:10])[CH3:9])=[CH:4][C:3]=1[CH3:11].Cl[C:13](Cl)([O:15]C(=O)OC(Cl)(Cl)Cl)Cl.C1(C2(CC(O)(C)C)OC(=O)N([C@H](C3C=CC(C4C=CN(C)C(=O)C=4)=CC=3)C)CC2)CC1, predict the reaction product. (4) Given the reactants [N:1]([CH2:4][CH2:5][S:6][C:7]1[CH:8]=[C:9]([C:13]([C:15]2[N:16]=[CH:17][N:18]3[CH:22]=[C:21]([C:23]4[C@H:24]([CH3:47])[C@@H:25]5[C@@H:42]([C@H:43]([OH:45])[CH3:44])[C:41](=[O:46])[N:26]5[C:27]=4[C:28]([O:30][CH2:31][C:32]4[CH:37]=[CH:36][C:35]([N+:38]([O-:40])=[O:39])=[CH:34][CH:33]=4)=[O:29])[S:20][C:19]=23)=[O:14])[CH:10]=[N:11][CH:12]=1)=[N+:2]=[N-:3].[I:48][CH2:49][C:50]([NH2:52])=[O:51], predict the reaction product. The product is: [I-:48].[N:1]([CH2:4][CH2:5][S:6][C:7]1[CH:8]=[C:9]([C:13]([C:15]2[N:16]=[CH:17][N:18]3[CH:22]=[C:21]([C:23]4[C@H:24]([CH3:47])[C@@H:25]5[C@@H:42]([C@H:43]([OH:45])[CH3:44])[C:41](=[O:46])[N:26]5[C:27]=4[C:28]([O:30][CH2:31][C:32]4[CH:37]=[CH:36][C:35]([N+:38]([O-:40])=[O:39])=[CH:34][CH:33]=4)=[O:29])[S:20][C:19]=23)=[O:14])[CH:10]=[N+:11]([CH2:49][C:50](=[O:51])[NH2:52])[CH:12]=1)=[N+:2]=[N-:3]. (5) Given the reactants [NH:1]1[C:9]2[C:4](=[N:5][CH:6]=[CH:7][CH:8]=2)[C:3]([C:10]2[CH2:11][CH2:12][N:13](C(OC(C)(C)C)=O)[CH2:14][CH:15]=2)=[CH:2]1.[CH3:23][N:24]([CH3:27])C=O.C[Si]([N-][Si](C)(C)C)(C)C.[Na+].Cl.N1C2[C:43](=[CH:44][CH:45]=[CH:46][CH:47]=2)[CH:42]=[C:41]([S:49](Cl)(=[O:51])=[O:50])C=1.CN(CC)C.N1C2C(=CC=CC=2)C=N1.S(Cl)(Cl)(=O)=O.C(#N)C.I[Si](C)(C)C, predict the reaction product. The product is: [NH:13]1[CH2:14][CH:15]=[C:10]([C:3]2[C:4]3=[N:5][CH:6]=[CH:7][CH:8]=[C:9]3[N:1]([S:49]([C:41]3[CH:23]=[N:24][C:27]4[C:43]([CH:42]=3)=[CH:44][CH:45]=[CH:46][CH:47]=4)(=[O:51])=[O:50])[CH:2]=2)[CH2:11][CH2:12]1. (6) Given the reactants [BH4-].[Na+].[CH2:3]([N:10]1[C@@H:15]2[C:16](=[O:18])[CH2:17][C@@:11]1([C:35]1[CH:40]=[CH:39][CH:38]=[CH:37][CH:36]=1)[C@H:12]([O:19][CH2:20][C:21]1[CH:26]=[C:25]([C:27]([F:30])([F:29])[F:28])[CH:24]=[C:23]([C:31]([F:34])([F:33])[F:32])[CH:22]=1)[CH2:13][CH2:14]2)[C:4]1[CH:9]=[CH:8][CH:7]=[CH:6][CH:5]=1, predict the reaction product. The product is: [CH2:3]([N:10]1[C@@H:15]2[C@@H:16]([OH:18])[CH2:17][C@@:11]1([C:35]1[CH:40]=[CH:39][CH:38]=[CH:37][CH:36]=1)[C@H:12]([O:19][CH2:20][C:21]1[CH:26]=[C:25]([C:27]([F:29])([F:30])[F:28])[CH:24]=[C:23]([C:31]([F:32])([F:33])[F:34])[CH:22]=1)[CH2:13][CH2:14]2)[C:4]1[CH:9]=[CH:8][CH:7]=[CH:6][CH:5]=1. (7) Given the reactants CCO[C:4]([C:6]1[O:7][C:8]2[CH2:13][CH2:12][N:11]([C:14]([O:16][CH2:17][C:18]3[CH:23]=[CH:22][CH:21]=[CH:20][CH:19]=3)=[O:15])[CH2:10][C:9]=2[N:24]=1)=[O:5].[CH3:25][O:26][CH:27]([O:30][CH3:31])[CH2:28][NH2:29], predict the reaction product. The product is: [CH2:17]([O:16][C:14]([N:11]1[CH2:12][CH2:13][C:8]2[O:7][C:6]([C:4](=[O:5])[NH:29][CH2:28][CH:27]([O:30][CH3:31])[O:26][CH3:25])=[N:24][C:9]=2[CH2:10]1)=[O:15])[C:18]1[CH:19]=[CH:20][CH:21]=[CH:22][CH:23]=1. (8) Given the reactants [NH2:1][C:2]1[CH:7]=[C:6]([CH3:8])[CH:5]=[CH:4][N:3]=1.[N+:9]([C:11]1[CH:20]=[CH:19][C:14]2[O:15][CH2:16][CH2:17][O:18][C:13]=2[CH:12]=1)#[C-:10].[Cl:21][C:22]1[CH:29]=[CH:28][CH:27]=[C:26]([F:30])[C:23]=1[CH:24]=O.[Br-].C([N+]1C=CN(C)C=1)CCC, predict the reaction product. The product is: [Cl:21][C:22]1[CH:29]=[CH:28][CH:27]=[C:26]([F:30])[C:23]=1[C:24]1[N:1]=[C:2]2[CH:7]=[C:6]([CH3:8])[CH:5]=[CH:4][N:3]2[C:10]=1[NH:9][C:11]1[CH:20]=[CH:19][C:14]2[O:15][CH2:16][CH2:17][O:18][C:13]=2[CH:12]=1. (9) Given the reactants C([N:8]1[C@@H:12]([C:13]2[CH:18]=[CH:17][CH:16]=[CH:15][CH:14]=2)[C@H:11]([CH3:19])[C:10](=[O:20])[O:9]1)C1C=CC=CC=1.[CH3:21]C1C=CC(S(O)(=O)=O)=CC=1, predict the reaction product. The product is: [CH3:21][O:9][C:10](=[O:20])[CH:11]([CH3:19])[CH:12]([NH2:8])[C:13]1[CH:18]=[CH:17][CH:16]=[CH:15][CH:14]=1. (10) Given the reactants [CH:1]12[N:7]([C:8]([O:10][C:11]([CH3:14])([CH3:13])[CH3:12])=[O:9])[CH:4]([CH2:5][CH2:6]1)[CH2:3][CH2:2]2.CN(C)CCN(C)C.[Li]C(CC)C.C1CCCCC1.[CH3:34][C:35]([S:38](/[N:40]=[CH:41]/[C:42]1[O:43][C:44]([CH3:47])=[CH:45][CH:46]=1)=[O:39])([CH3:37])[CH3:36], predict the reaction product. The product is: [CH3:36][C:35]([CH3:37])([S:38]([NH:40][CH:41]([C:42]1[O:43][C:44]([CH3:47])=[CH:45][CH:46]=1)[C:1]12[N:7]([C:8]([O:10][C:11]([CH3:14])([CH3:13])[CH3:12])=[O:9])[CH:4]([CH2:3][CH2:2]1)[CH2:5][CH2:6]2)=[O:39])[CH3:34].